Dataset: Reaction yield outcomes from USPTO patents with 853,638 reactions. Task: Predict the reaction yield, written as a fraction of the theoretical maximum amount of product (1.0 means a 100% yield; for example, 0.34 means a 34% yield). (1) The reactants are [Cl:1][C:2]1[CH:7]=[CH:6][C:5]([OH:8])=[CH:4][C:3]=1[C:9]([F:12])([F:11])[F:10].F[C:14]1[CH:21]=[CH:20][C:17]([CH:18]=[O:19])=[CH:16][CH:15]=1.C([O-])([O-])=O.[K+].[K+]. The catalyst is CN(C=O)C. The product is [Cl:1][C:2]1[CH:7]=[CH:6][C:5]([O:8][C:14]2[CH:21]=[CH:20][C:17]([CH:18]=[O:19])=[CH:16][CH:15]=2)=[CH:4][C:3]=1[C:9]([F:10])([F:11])[F:12]. The yield is 1.00. (2) The reactants are [C:1]([O:10][CH3:11])(=[O:9])[C:2]1[C:3](=[CH:5][CH:6]=[CH:7][CH:8]=1)[OH:4].[CH2:12](Br)[C:13]1[CH:18]=[CH:17][CH:16]=[CH:15][CH:14]=1.C([O-])([O-])=O.[K+].[K+]. The catalyst is CC(C)=O. The product is [CH2:12]([O:4][C:3]1[CH:5]=[CH:6][CH:7]=[CH:8][C:2]=1[C:1]([O:10][CH3:11])=[O:9])[C:13]1[CH:18]=[CH:17][CH:16]=[CH:15][CH:14]=1. The yield is 1.00. (3) The reactants are C1(O[C:8](=[O:26])[NH:9][C:10]2[N:11]([C:19]3[CH:24]=[CH:23][CH:22]=[C:21]([F:25])[CH:20]=3)[N:12]=[C:13]([C:15]([CH3:18])([CH3:17])[CH3:16])[CH:14]=2)C=CC=CC=1.[CH3:27][NH:28][C:29]([C:31]1[CH:36]=[C:35]([O:37][C:38]2[CH:43]=[CH:42][C:41]([NH2:44])=[C:40]([C:45]([F:48])([F:47])[F:46])[CH:39]=2)[CH:34]=[CH:33][N:32]=1)=[O:30].C(N(CC)CC)C. The catalyst is C1COCC1.C(Cl)Cl. The product is [CH3:27][NH:28][C:29]([C:31]1[CH:36]=[C:35]([O:37][C:38]2[CH:43]=[CH:42][C:41]([NH:44][C:8]([NH:9][C:10]3[N:11]([C:19]4[CH:24]=[CH:23][CH:22]=[C:21]([F:25])[CH:20]=4)[N:12]=[C:13]([C:15]([CH3:17])([CH3:18])[CH3:16])[CH:14]=3)=[O:26])=[C:40]([C:45]([F:48])([F:46])[F:47])[CH:39]=2)[CH:34]=[CH:33][N:32]=1)=[O:30]. The yield is 0.330. (4) The reactants are [CH3:1][C:2]1[CH:7]=[C:6]([O:8][C@@H:9]2[CH2:13][CH2:12][N:11]([S:14]([CH3:17])(=[O:16])=[O:15])[CH2:10]2)[CH:5]=[C:4]([CH3:18])[C:3]=1[C:19]1[CH:24]=[CH:23][CH:22]=[C:21]([CH2:25][O:26][C:27]2[CH:40]=[CH:39][C:30]3[C@H:31]([CH2:34][C:35]([O:37]C)=[O:36])[CH2:32][O:33][C:29]=3[CH:28]=2)[CH:20]=1.[OH-].[Na+].C(O)(=O)CC(CC(O)=O)(C(O)=O)O. The catalyst is CO. The product is [CH3:18][C:4]1[CH:5]=[C:6]([O:8][C@@H:9]2[CH2:13][CH2:12][N:11]([S:14]([CH3:17])(=[O:16])=[O:15])[CH2:10]2)[CH:7]=[C:2]([CH3:1])[C:3]=1[C:19]1[CH:24]=[CH:23][CH:22]=[C:21]([CH2:25][O:26][C:27]2[CH:40]=[CH:39][C:30]3[C@H:31]([CH2:34][C:35]([OH:37])=[O:36])[CH2:32][O:33][C:29]=3[CH:28]=2)[CH:20]=1. The yield is 1.00.